This data is from Catalyst prediction with 721,799 reactions and 888 catalyst types from USPTO. The task is: Predict which catalyst facilitates the given reaction. (1) Reactant: [Br:1][CH2:2][C:3]([OH:5])=O.F[P-](F)(F)(F)(F)F.N1(OC(N(C)C)=[N+](C)C)C2N=CC=CC=2N=N1.C(N(CC)CC)C.[CH:37]([C:40]1[CH:41]=[CH:42][C:43]([CH3:47])=[C:44]([CH:46]=1)[NH2:45])([CH3:39])[CH3:38]. Product: [Br:1][CH2:2][C:3]([NH:45][C:44]1[CH:46]=[C:40]([CH:37]([CH3:38])[CH3:39])[CH:41]=[CH:42][C:43]=1[CH3:47])=[O:5]. The catalyst class is: 10. (2) Reactant: [CH2:1]([O:8][CH2:9][CH2:10][CH2:11][C@H:12]([C:21]1[C:25]([CH:26]2[CH2:28][CH2:27]2)=[C:24]([CH:29]=[N:30][OH:31])[O:23][N:22]=1)[CH2:13][C:14]([O:16][C:17]([CH3:20])([CH3:19])[CH3:18])=[O:15])[C:2]1[CH:7]=[CH:6][CH:5]=[CH:4][CH:3]=1.CN(C=O)C.[Cl:37]N1C(=O)CCC1=O.C1(C)C=CC=CC=1. Product: [CH2:1]([O:8][CH2:9][CH2:10][CH2:11][C@H:12]([C:21]1[C:25]([CH:26]2[CH2:28][CH2:27]2)=[C:24]([C:29]([Cl:37])=[N:30][OH:31])[O:23][N:22]=1)[CH2:13][C:14]([O:16][C:17]([CH3:20])([CH3:19])[CH3:18])=[O:15])[C:2]1[CH:7]=[CH:6][CH:5]=[CH:4][CH:3]=1. The catalyst class is: 6. (3) Reactant: [C:1]1(C)C=C[C:4](S(O)(=O)=O)=[CH:3][CH:2]=1.C(=O)=O.[CH:15]([N:18](CC)C(C)C)(C)C.[Cl:24][CH2:25][C:26](Cl)=[O:27].C(OC(C)C)(=O)C.OP([O-])([O-])=O.[K+].[K+].[CH3:43][C:44]#[N:45]. Product: [Cl:24][CH2:25][C:26]([N:45]1[C@@H:2]([C:3]#[CH:4])[CH2:1][CH2:43][C@H:44]1[C:15]#[N:18])=[O:27]. The catalyst class is: 6. (4) Reactant: [NH2:1][C:2]1[C:7]([N+:8]([O-])=O)=[CH:6][C:5]([C:11]([F:14])([F:13])[F:12])=[CH:4][N:3]=1. Product: [NH2:1][C:2]1[C:7]([NH2:8])=[CH:6][C:5]([C:11]([F:13])([F:12])[F:14])=[CH:4][N:3]=1. The catalyst class is: 19. (5) The catalyst class is: 3. Product: [N:26]1([CH2:25][CH2:24][CH2:23][CH2:22][N:9]2[CH:8]([C:3]3[C:2]([CH3:1])=[CH:7][CH:6]=[CH:5][N:4]=3)[CH2:13][CH2:12][CH2:11][CH:10]2[C:14]2[C:19]([CH3:20])=[CH:18][CH:17]=[CH:16][N:15]=2)[CH:30]=[CH:29][N:28]=[CH:27]1. Reactant: [CH3:1][C:2]1[C:3]([CH:8]2[CH2:13][CH2:12][CH2:11][CH:10]([C:14]3[C:19]([CH3:20])=[CH:18][CH:17]=[CH:16][N:15]=3)[NH:9]2)=[N:4][CH:5]=[CH:6][CH:7]=1.Br[CH2:22][CH2:23][CH2:24][CH2:25][N:26]1[CH:30]=[CH:29][N:28]=[CH:27]1.CCN(C(C)C)C(C)C. (6) Reactant: [NH2:1][C:2]1[C:16]2[C:15](=[O:17])[C:14]([C:18]([OH:20])=[O:19])=[CH:13][N:7]3[C@@H:8]([CH2:11][F:12])[CH2:9][O:10][C:5]([C:6]=23)=[C:4](F)[C:3]=1[F:22].[N:23]1[CH:28]=[CH:27][CH:26]=[CH:25][C:24]=1[NH:29][CH2:30][CH2:31][NH2:32].C(N(CC)CC)C. Product: [NH2:1][C:2]1[C:16]2[C:15](=[O:17])[C:14]([C:18]([OH:20])=[O:19])=[CH:13][N:7]3[C@@H:8]([CH2:11][F:12])[CH2:9][O:10][C:5]([C:6]=23)=[C:4]([NH:32][CH2:31][CH2:30][NH:29][C:24]2[CH:25]=[CH:26][CH:27]=[CH:28][N:23]=2)[C:3]=1[F:22]. The catalyst class is: 16. (7) Reactant: FC(F)(F)C(O)=O.C(OC([N:15]1[CH2:20][CH2:19][CH:18]([O:21][C:22]2[CH:31]=[CH:30][CH:29]=[C:28]3[C:23]=2[C:24]([NH:32][C:33]2[CH:38]=[CH:37][C:36]([O:39][CH2:40][C:41]4[CH:46]=[CH:45][CH:44]=[C:43]([F:47])[CH:42]=4)=[C:35]([Cl:48])[CH:34]=2)=[N:25][CH:26]=[N:27]3)[CH2:17][CH2:16]1)=O)(C)(C)C. Product: [Cl:48][C:35]1[CH:34]=[C:33]([CH:38]=[CH:37][C:36]=1[O:39][CH2:40][C:41]1[CH:46]=[CH:45][CH:44]=[C:43]([F:47])[CH:42]=1)[NH:32][C:24]1[C:23]2[C:28](=[CH:29][CH:30]=[CH:31][C:22]=2[O:21][CH:18]2[CH2:19][CH2:20][NH:15][CH2:16][CH2:17]2)[N:27]=[CH:26][N:25]=1. The catalyst class is: 2. (8) Reactant: [CH:1]1([C:4]2[N:9]=[C:8]([C:10]3[CH:11]=[C:12]([O:17][CH:18]([F:20])[F:19])[C:13]([NH2:16])=[N:14][CH:15]=3)[CH:7]=[C:6]([CH:21]3[CH2:26][CH2:25][NH:24][CH2:23][CH2:22]3)[N:5]=2)[CH2:3][CH2:2]1.[O:27]1[CH2:30][C:29](=O)[CH2:28]1.C([BH3-])#N.[Na+]. Product: [CH:1]1([C:4]2[N:9]=[C:8]([C:10]3[CH:11]=[C:12]([O:17][CH:18]([F:20])[F:19])[C:13]([NH2:16])=[N:14][CH:15]=3)[CH:7]=[C:6]([CH:21]3[CH2:26][CH2:25][N:24]([CH:29]4[CH2:30][O:27][CH2:28]4)[CH2:23][CH2:22]3)[N:5]=2)[CH2:2][CH2:3]1. The catalyst class is: 5. (9) Reactant: CN1CCOCC1.[CH3:8][C@H:9]1[CH2:18][C@@H:17]([NH:19][C:20]2[CH:25]=[CH:24][C:23]([CH3:26])=[CH:22][CH:21]=2)[C:16]2[C:11](=[CH:12][CH:13]=[C:14]([CH3:27])[CH:15]=2)[NH:10]1.[CH3:28][O:29][C:30]1[CH:38]=[CH:37][C:33]([C:34](Cl)=[O:35])=[CH:32][CH:31]=1.C(O)C(N)(CO)CO. Product: [CH3:8][C@H:9]1[CH2:18][C@@H:17]([NH:19][C:20]2[CH:25]=[CH:24][C:23]([CH3:26])=[CH:22][CH:21]=2)[C:16]2[C:11](=[CH:12][CH:13]=[C:14]([CH3:27])[CH:15]=2)[N:10]1[C:34](=[O:35])[C:33]1[CH:37]=[CH:38][C:30]([O:29][CH3:28])=[CH:31][CH:32]=1. The catalyst class is: 2. (10) Reactant: [CH:1]1[CH:6]=[C:5]2[C:7]([C:9](O)([OH:12])[C:10](=[O:11])[C:4]2=[CH:3][CH:2]=1)=[O:8].[CH:14]1[C:23]2[C:18](=[CH:19][CH:20]=[CH:21][CH:22]=2)[CH:17]=[CH:16][C:15]=1[OH:24]. Product: [OH:11][C:10]12[C:4]3[C:5](=[CH:6][CH:1]=[CH:2][CH:3]=3)[C:7](=[O:8])[C:9]1([OH:12])[C:16]1[CH:17]=[C:18]3[C:23](=[CH:14][C:15]=1[O:24]2)[CH:22]=[CH:21][CH:20]=[CH:19]3. The catalyst class is: 15.